Dataset: Full USPTO retrosynthesis dataset with 1.9M reactions from patents (1976-2016). Task: Predict the reactants needed to synthesize the given product. (1) Given the product [CH:28]1([C:26]([NH:25][C@@H:24]2[C@H:20]3[O:19][CH2:18][C@H:17]([NH:16][C:10](=[O:12])[C:9]4[CH:13]=[CH:14][CH:15]=[C:7]([O:6][CH:3]([CH2:2][CH3:1])[CH2:4][CH3:5])[CH:8]=4)[C@H:21]3[O:22][CH2:23]2)=[O:27])[CH2:29][CH2:30]1, predict the reactants needed to synthesize it. The reactants are: [CH3:1][CH2:2][CH:3]([O:6][C:7]1[CH:8]=[C:9]([CH:13]=[CH:14][CH:15]=1)[C:10]([OH:12])=O)[CH2:4][CH3:5].[NH2:16][C@@H:17]1[C@H:21]2[O:22][CH2:23][C@H:24]([NH:25][C:26]([CH:28]3[CH2:30][CH2:29]3)=[O:27])[C@H:20]2[O:19][CH2:18]1. (2) The reactants are: [Br:1][C:2]1[CH:7]=[CH:6][C:5](I)=[CH:4][C:3]=1[F:9].C([Mg]Cl)(C)C.[Cl-].[Li+].[C:17]1(=[O:21])[CH2:20][CH2:19][CH2:18]1. Given the product [Br:1][C:2]1[CH:7]=[CH:6][C:5]([C:17]2([OH:21])[CH2:20][CH2:19][CH2:18]2)=[CH:4][C:3]=1[F:9], predict the reactants needed to synthesize it. (3) Given the product [Cl:15][C:16]1[CH:17]=[CH:18][C:19]([C:22]2[N:23]([CH:28]3[CH2:29][CH2:30]3)[C:24](=[O:27])[N:25]([CH:2]([CH3:8])[C:3]([O:5][CH2:6][CH3:7])=[O:4])[N:26]=2)=[CH:20][CH:21]=1, predict the reactants needed to synthesize it. The reactants are: Br[CH:2]([CH3:8])[C:3]([O:5][CH2:6][CH3:7])=[O:4].C(=O)([O-])[O-].[Cs+].[Cs+].[Cl:15][C:16]1[CH:21]=[CH:20][C:19]([C:22]2[N:23]([CH:28]3[CH2:30][CH2:29]3)[C:24](=[O:27])[NH:25][N:26]=2)=[CH:18][CH:17]=1. (4) Given the product [NH2:14][C:13]1[CH:15]=[CH:16][C:10]([Br:9])=[CH:11][C:12]=1/[C:3](/[CH3:4])=[CH:2]\[C:1]([O:6][CH2:7][CH3:8])=[O:5], predict the reactants needed to synthesize it. The reactants are: [C:1]([O:6][CH2:7][CH3:8])(=[O:5])/[CH:2]=[CH:3]/[CH3:4].[Br:9][C:10]1[CH:16]=[CH:15][C:13]([NH2:14])=[C:12](I)[CH:11]=1.CCN(C(C)C)C(C)C.O. (5) Given the product [CH:24]1([C@H:9]([NH:8][C:6](=[O:7])[O:5][C:1]([CH3:4])([CH3:3])[CH3:2])[C:10](=[O:11])[N:12]2[C:16]3=[N:17][CH:18]=[CH:19][CH:20]=[C:15]3[CH2:14][C@@H:13]2[C:21](=[O:22])[NH:61][C:62]2[CH:67]=[CH:66][CH:65]=[CH:64][CH:63]=2)[CH2:29][CH2:28][CH2:27][CH2:26][CH2:25]1, predict the reactants needed to synthesize it. The reactants are: [C:1]([O:5][C:6]([NH:8][C@@H:9]([CH:24]1[CH2:29][CH2:28][CH2:27][CH2:26][CH2:25]1)[C:10]([N:12]1[C:16]2=[N:17][CH:18]=[CH:19][CH:20]=[C:15]2[CH2:14][CH:13]1[C:21](O)=[O:22])=[O:11])=[O:7])([CH3:4])([CH3:3])[CH3:2].CN(C(ON1N=NC2C=CC=NC1=2)=[N+](C)C)C.F[P-](F)(F)(F)(F)F.C(N(CC)CC)C.[NH2:61][C:62]1[CH:67]=[CH:66][CH:65]=[CH:64][CH:63]=1.